This data is from Full USPTO retrosynthesis dataset with 1.9M reactions from patents (1976-2016). The task is: Predict the reactants needed to synthesize the given product. (1) Given the product [CH2:10]([N:1]([CH2:10][CH2:11][CH2:12][CH2:13][CH2:14][CH2:15][CH2:16][CH2:17][CH2:18][CH2:19][CH2:31][CH3:32])[C:2]1[CH:7]=[CH:6][CH:5]=[C:4]([CH3:8])[CH:3]=1)[CH2:11][CH2:12][CH2:13][CH2:14][CH2:15][CH2:16][CH2:17][CH2:18][CH2:19][CH2:20][CH3:21], predict the reactants needed to synthesize it. The reactants are: [NH2:1][C:2]1[CH:7]=[CH:6][CH:5]=[C:4]([CH3:8])[CH:3]=1.Br[CH2:10][CH2:11][CH2:12][CH2:13][CH2:14][CH2:15][CH2:16][CH2:17][CH2:18][CH2:19][CH2:20][CH3:21].C(=O)(O)[O-].[Na+].C(O[C:31](=O)[CH3:32])(=O)C. (2) Given the product [CH:1]#[C:2][CH2:3][NH:4][C@H:5]1[C:13]2[CH:12]=[CH:11][CH:10]=[CH:9][C:8]=2[CH2:7][CH2:6]1, predict the reactants needed to synthesize it. The reactants are: [CH:1]#[C:2][CH2:3][NH:4][C@H:5]1[C:13]2[C:8](=[CH:9][CH:10]=[CH:11][CH:12]=2)[CH2:7][CH2:6]1.[CH:1]#[C:2][CH2:3][NH:4][C@H:5]1[C:13]2[C:8](=[CH:9][CH:10]=[CH:11][CH:12]=2)[CH2:7][CH2:6]1.[C@H](O)(C(O)=O)[C@@H](O)C(O)=O.CS(O)(=O)=O.C#CCN[C@H]1C2C=CC=CC=2CC1.C1(C)C=CC=CC=1.[OH-].[Na+].